From a dataset of Forward reaction prediction with 1.9M reactions from USPTO patents (1976-2016). Predict the product of the given reaction. (1) Given the reactants [Br:1][C:2]1[CH:11]=[CH:10][CH:9]=[C:8]2[C:3]=1[CH:4]=[CH:5][N:6]=[C:7]2[NH:12][C:13]1[CH:18]=[CH:17][CH:16]=[C:15]([N+:19]([O-])=O)[CH:14]=1.[Cl-].[NH4+], predict the reaction product. The product is: [NH2:19][C:15]1[CH:14]=[C:13]([NH:12][C:7]2[C:8]3[C:3](=[C:2]([Br:1])[CH:11]=[CH:10][CH:9]=3)[CH:4]=[CH:5][N:6]=2)[CH:18]=[CH:17][CH:16]=1. (2) Given the reactants [N:1]1([C:6]2[N:11]=[C:10]([N:12]3[CH2:17][CH2:16][CH2:15][CH2:14][CH:13]3[CH2:18][CH2:19][OH:20])[CH:9]=[CH:8][N:7]=2)[CH:5]=[CH:4][N:3]=[CH:2]1.[H-].[Na+].[CH2:23](Cl)[C:24]1[CH:32]=[CH:31][C:30]2[O:29][CH2:28][O:27][C:26]=2[CH:25]=1.[Cl-].C([NH3+])(C)(C)C, predict the reaction product. The product is: [O:29]1[C:30]2[CH:31]=[CH:32][C:24]([CH2:23][O:20][CH2:19][CH2:18][CH:13]3[CH2:14][CH2:15][CH2:16][CH2:17][N:12]3[C:10]3[CH:9]=[CH:8][N:7]=[C:6]([N:1]4[CH:5]=[CH:4][N:3]=[CH:2]4)[N:11]=3)=[CH:25][C:26]=2[O:27][CH2:28]1. (3) Given the reactants CON(C)[C:4](=[O:32])[C:5]1[CH:10]=[CH:9][CH:8]=[C:7]([O:11][CH:12]2[CH2:17][CH2:16][CH:15]([CH3:18])[N:14]([C:19](=[O:31])[C:20]3[CH:25]=[CH:24][CH:23]=[CH:22][C:21]=3[N:26]3[N:30]=[CH:29][CH:28]=[N:27]3)[CH2:13]2)[CH:6]=1.[CH:34]1([Mg]Br)[CH2:36][CH2:35]1, predict the reaction product. The product is: [CH:34]1([C:4]([C:5]2[CH:6]=[C:7]([CH:8]=[CH:9][CH:10]=2)[O:11][CH:12]2[CH2:13][N:14]([C:19]([C:20]3[CH:25]=[CH:24][CH:23]=[CH:22][C:21]=3[N:26]3[N:27]=[CH:28][CH:29]=[N:30]3)=[O:31])[CH:15]([CH3:18])[CH2:16][CH2:17]2)=[O:32])[CH2:36][CH2:35]1.